Dataset: Full USPTO retrosynthesis dataset with 1.9M reactions from patents (1976-2016). Task: Predict the reactants needed to synthesize the given product. (1) The reactants are: C(C1N=C(N2CCC(F)(F)C2)C2C(=NN(CC)N=2)N=1)(C)(C)C.[C:23]([C:27]1[N:28]=[C:29]([N:36]2[CH2:40][C:39]([F:42])([F:41])[C:38]([F:44])([F:43])[CH2:37]2)[C:30]2[N:35]=[N:34][NH:33][C:31]=2[N:32]=1)([CH3:26])([CH3:25])[CH3:24].Cl[CH2:46][C:47]1[O:51][N:50]=[C:49]([CH3:52])[N:48]=1. Given the product [C:23]([C:27]1[N:28]=[C:29]([N:36]2[CH2:40][C:39]([F:41])([F:42])[C:38]([F:43])([F:44])[CH2:37]2)[C:30]2[C:31](=[N:33][N:34]([CH2:46][C:47]3[O:51][N:50]=[C:49]([CH3:52])[N:48]=3)[N:35]=2)[N:32]=1)([CH3:26])([CH3:24])[CH3:25], predict the reactants needed to synthesize it. (2) Given the product [Cl:11][C:12]1[CH:17]=[CH:16][CH:15]=[CH:14][C:13]=1[CH2:18][N:19]1[C:20]([OH:40])=[C:21]([C:36]([NH:10][CH2:9][C:3]2[C:2]([Cl:1])=[CH:7][CH:6]=[CH:5][C:4]=2[Cl:8])=[O:37])[C:22]([OH:35])=[C:23]([C:26]([NH:28][CH2:29][C:30]([O-:32])=[O:31])=[O:27])[C:24]1=[O:25].[NH4+:10], predict the reactants needed to synthesize it. The reactants are: [Cl:1][C:2]1[CH:7]=[CH:6][CH:5]=[C:4]([Cl:8])[C:3]=1[CH2:9][NH2:10].[Cl:11][C:12]1[CH:17]=[CH:16][CH:15]=[CH:14][C:13]=1[CH2:18][N:19]1[C:24](=[O:25])[C:23]([C:26]([NH:28][CH2:29][C:30]([O:32]CC)=[O:31])=[O:27])=[C:22]([OH:35])[C:21]([C:36](OC)=[O:37])=[C:20]1[OH:40]. (3) The reactants are: [C:1]([C:5]1[CH:9]=[C:8]([C:10]([O:12][CH2:13][CH3:14])=[O:11])[NH:7][N:6]=1)([CH3:4])([CH3:3])[CH3:2].[OH:15][CH2:16][C:17]1[CH:18]=[C:19](B(O)O)[CH:20]=[CH:21][CH:22]=1.N1C=CC=CC=1. Given the product [C:1]([C:5]1[CH:9]=[C:8]([C:10]([O:12][CH2:13][CH3:14])=[O:11])[N:7]([C:21]2[CH:20]=[CH:19][CH:18]=[C:17]([CH2:16][OH:15])[CH:22]=2)[N:6]=1)([CH3:4])([CH3:2])[CH3:3], predict the reactants needed to synthesize it. (4) Given the product [Cl:1][C:2]1[CH:7]=[CH:6][CH:5]=[CH:4][C:3]=1[CH:8]([O:10][C:11]([NH:13][C:14]1[CH:15]=[N:16][O:17][C:18]=1[C:19]1[CH:32]=[CH:31][C:22]([CH2:23][S:24][CH2:25][CH2:26][C:27]([OH:29])=[O:28])=[CH:21][CH:20]=1)=[O:12])[CH3:9], predict the reactants needed to synthesize it. The reactants are: [Cl:1][C:2]1[CH:7]=[CH:6][CH:5]=[CH:4][C:3]=1[CH:8]([O:10][C:11]([NH:13][C:14]1[CH:15]=[N:16][O:17][C:18]=1[C:19]1[CH:32]=[CH:31][C:22]([CH2:23][S:24][CH2:25][CH2:26][C:27]([O:29]C)=[O:28])=[CH:21][CH:20]=1)=[O:12])[CH3:9].Cl. (5) Given the product [S:27]([O:1][CH2:2][CH2:3][O:4][CH2:5][CH2:6][O:7][CH2:8][CH2:9][O:10][CH2:11][CH2:12][C:13]([O:15][C:16]([CH3:19])([CH3:18])[CH3:17])=[O:14])([C:24]1[CH:25]=[CH:26][C:21]([CH3:20])=[CH:22][CH:23]=1)(=[O:29])=[O:28], predict the reactants needed to synthesize it. The reactants are: [OH:1][CH2:2][CH2:3][O:4][CH2:5][CH2:6][O:7][CH2:8][CH2:9][O:10][CH2:11][CH2:12][C:13]([O:15][C:16]([CH3:19])([CH3:18])[CH3:17])=[O:14].[CH3:20][C:21]1[CH:26]=[CH:25][C:24]([S:27](Cl)(=[O:29])=[O:28])=[CH:23][CH:22]=1.